The task is: Token-level Classification. Given an antigen amino acid sequence, predict which amino acid positions are active epitope sites capable of antibody binding. Output is a list of indices for active positions.. This data is from B-cell epitopes from IEDB database with 3,159 antigens for binding position prediction. (1) Given the antigen sequence: MAEEGAVAVCVRVRPLNSREESLGETAQVYWKTDNNVIYQVDGSKSFNFDRVFHGNETTKNVYEEIAAPIIDSAIQGYNGTIFAYGQTASGKTYTMMGSEDHLGVIPRAIHDIFQKIKKFPDREFLLRVSYMEIYNETITDLLCGTQKMKPLIIREDVNRNVYVADLTEEVVYTSEMALKWITKGEKSRHYGETKMNQRSSRSHTIFRMILESREKGEPSNCEGSVKVSHLNLVDLAGSERAAQTGAAGVRLKEGCNINRSLFILGQVIKKLSDGQVGGFINYRDSKLTRILQNSLGGNAKTRIICTITPVSFDETLTALQFASTAKYMKNTPYVNEVSTDEALLKRYRKEIMDLKKQLEEVSLETRAQAMEKDQLAQLLEEKDLLQKVQNEKIENLTRMLVTSSSLTLQQELKAKRKRRVTWCLGKINKMKNSNYADQFNIPTNITTKTHKLSINLLREIDESVCSESDVFSNTLDTLSEIEWNPATKLLNQENIESEL..., which amino acid positions are active epitope sites? The epitope positions are: [1588, 1589, 1590, 1591, 1592, 1593, 1594, 1595, 1596, 1597, 1598, 1599, 1600, 1601, 1602]. The amino acids at these positions are: IKEKEEMKRVQEALQ. (2) The epitope positions are: [140, 141, 142, 143, 144, 145, 146, 147, 148, 149, 150, 151]. The amino acids at these positions are: LQATRGAVVAKW. Given the antigen sequence: MVRKGEKKLAKPPTTKAANPQPRRRANNRRRSNRTDAPVSKASTVTGFGRGTNDVHLSGMSRISQAVLPAGTGTDGYVVVDATIVPDLLPRLGHAARIFQRYAVETLEFEIQPMCPANTGGGYVAGFLPDPTDNDHTFDALQATRGAVVAKWWESRTVRPQYTRTLLWTSSGKEQRLTSPGRLILLCVGNNTDVVNVSVLCRWSVRLSVPSLETPEETTAPIMTQGSLYNDSLSTNDFKSILLGSTPLDIAPDGAVFQLDRPLSIDYSLGTGDVDRAVYWHLKKFAGNAGTPAGWFRWGIWDNFNKTFTDGVAYYSDEQPRQILLPVGTVCTRVDSEN, which amino acid positions are active epitope sites? (3) Given the antigen sequence: MKTLLILTILAMAITIGTANMQVDPSSQVQWPQQQPVPQPHQPFSQQPQQTFPQPQQTFPHQPQQQFPQPQQPQQQFLQPQQPFPQQPQQPYPQQPQQPFPQTQQPQQLFPQSQQPQQQFSQPQQQFPQPQQPQQSFPQQQPPFIQPSLQQQVNPCKNFLLQQCKPVSLVSSLWSMIWPQSDCQVMRQQCCQQLAQIPQQLQCAAIHTIIHSIIMQQEQQEQQQGMHILLPLYQQQQVGQGTLVQGQGIIQ, which amino acid positions are active epitope sites? The epitope positions are: [78, 79, 80, 81, 82, 83, 84, 85]. The amino acids at these positions are: QPQQPFPQ. (4) Given the antigen sequence: MSTFLEKFEDWYETAAASWRHLKAGAPKPKSNQQSQSVSTDRKPQRKDNNRGFVLPGYKYVGPGNGLDKGPPVNKADSVALEHDKAYDQQLKAGDNPYIKFKHADQEFIDNLQGDTSFGGNLGKAVFQAKKRILEPLGLVEEPVNMAPAKKSSGKLTDHDPIVKKPKLSEENSPSPSNSGGEASAAATEGSEPVAAPNMAEGGSGAMGDSAGGADGVGNASGNWHCDSQWLGDTVITKTTRTWVLPSYNNHMYQAITSGTNPDSNTQYAGYSTPWGYFDFNRFHCHFSPRDWQRLINNHWGIRPKALKFKIFNVQVKEVTTQDQTKTIANNLTSTIQIFTDNEHQLPYVLGSATEGTMPPFPSDVYALPQYGYCTMHTNQSGARFNDRSAFYCLEYFPSQMLRTGNNFEFSFEFEEVPFHSMFAHSQDLDRLMNPLLDQYLWNFSEVNGGRNAQFKKAVKGAFGAMGRNWLPGPKLLDQRVRAYSGGTDNYANWSIWSKG..., which amino acid positions are active epitope sites? The epitope positions are: [684, 685, 686, 687, 688, 689, 690]. The amino acids at these positions are: KENSKRW. (5) The epitope positions are: [895, 896, 897, 898, 899, 900, 901, 902]. The amino acids at these positions are: FLLHWQPE. Given the antigen sequence: MTLRLLVAALCAGILAEAPRVRAQHRERVTCTRLYAADIVFLLDGSSSIGRSNFREVRSFLEGLVLPFSGAASAQGVRFATVQYSDDPRTEFGLDALGSGGDVIRAIRELSYKGGNTRTGAAILHVADHVFLPQLARPGVPKVCILITDGKSQDLVDTAAQRLKGQGVKLFAVGIKNADPEELKRVASQPTSDFFFFVNDFSILRTLLPLVSRRVCTTAGGVPVTRPPDDSTSAPRDLVLSEPSSQSLRVQWTAASGPVTGYKVQYTPLTGLGQPLPSERQEVNVPAGETSVRLRGLRPLTEYQVTVIALYANSIGEAVSGTARTTALEGPELTIQNTTAHSLLVAWRSVPGATGYRVTWRVLSGGPTQQQELGPGQGSVLLRDLEPGTDYEVTVSTLFGRSVGPATSLMARTDASVEQTLRPVILGPTSILLSWNLVPEARGYRLEWRRETGLEPPQKVVLPSDVTRYQLDGLQPGTEYRLTLYTLLEGHEVATPATVV..., which amino acid positions are active epitope sites? (6) Given the antigen sequence: MEGWYLVALGICYTLTLAMPKTTYELKMECPHTVGLGQGYIIGSTELGLISIEAASDIKLESSCNFDLHTTSMAQKSFTQVEWRKKSDTTDTTNAASTTFEAQTKTVNLRGTCILAPELYDTLKKVKKTVLCYDLTCNQTHCQPTVYLIAPVLTCMSIRSCMARVFTSRIQVIYEKTHCVTGQLIEGQCFNPAHTLTLSQPAHTYDTVTLPISCFFTPKESEQLKVIKTFEGILTKTGCTENALQGYYVCFLGSHSEPLIVPSLEDIRSAEVVSRMLVHPRGEDHDAIQNSQSHLRIVGPITAKVPSTSSTDTLKGTAFAGVPMYSSLSTLVKNADPEFVFSPGIIPESNHSVCDKKTVPITWTGYLPISGEMEKVTGCTVFCTLAGPGASCEAYSENGIFNISSPTCLVNKVQRFRGSEQKINFICQRVDQDVVVYCNGQKKVILTKTLVIGQCIYTFTSLFSLMPDVAHSLAVELCVPGLHGWATVMLLSTFCFGWVL..., which amino acid positions are active epitope sites? The epitope positions are: [279, 280, 281, 282, 283, 284, 285, 286, 287, 288, 289, 290, 291]. The amino acids at these positions are: PRGEDHDAIQNSQ. (7) Given the antigen sequence: FWWENSHVFTDAQRRELEKHSLSRVICDNTGLTRVPMDAFQVGKFPEDFESCDSITGMNLEAWRETFPQDDKCGFPESVENGDFVHCEESGRRVLVYSCRHGYELQGREQLTCTQEGWDFQPPLCKDVNECADGAHPPCHASARCRNTKGGFQCLCADPYELGDDGRTCVDSGRLPRVTWISMSLAALLIGGFAGLTSTVICRWRVLGWKAGILTGCREPSEGKVAGHCRTASCSQNHRTTLFQTQANRKSAGRLFSQHG, which amino acid positions are active epitope sites? The epitope positions are: [219, 220, 221, 222, 223, 224, 225, 226, 227, 228, 229, 230, 231, 232, 233]. The amino acids at these positions are: PSEGKVAGHCRTASC. (8) The epitope positions are: [393, 394, 395, 396, 397, 398, 399, 400, 401, 402, 403, 404, 405, 406, 407]. The amino acids at these positions are: SYSNQFGQFFEACPE. Given the antigen sequence: RGRDDDDEENPRDPREQYRQCQEYCRRQGQGQRQQQQCQIRCEERLEEDQRSQEERERRRGRDVDDQNPRDPEQRYEQCQQQCERQRRGQEQTLCRRRCEQRRQQEERERQRGRDRQDPQQQYHRCQRRCQIQEQSPERQRQCQQRCERQYKEQQGRERGPEASPRRESRGREEEQQRHNPYYFHSQSIRSRHESEEGEVKYLERFTERTELLRGIENYRVVILDANPNTSMLPHHKDAESVAVVTRGRATLTLVSQETRESFNLECGDVIRVPAGATVYVINQDSNERLEMVKLLQPVNNPGQFREYYAAGAKSPDQSYLRVFSNDILVAALNTPRDRLERFFDQQEQREGVIIRASQEKLRALSQHAMSAGQRPWGRRSSGGPISLKSESPSYSNQFGQFFEACPEEHRQLQEMDVLVNYAEIKRGAMMVPHYNSKATVVVYVVEGTGRYEMACPHVSSQSYEGQGRREQEEEESTGRFQKVTARLARGDIFVIPAGH..., which amino acid positions are active epitope sites? (9) Given the antigen sequence: VIGGDECNINEHPFLVLVYYDDYQCGGTLINEEWVLTAAHCNGKNMEIYLGVHSKKVPNKDVQRRVPKEKFFCDSSKTYTKWNKDIMLIRLDRPVRKSAHIAPLSLPSSPPSVGSVCRVMGWGTITSPQETYPDVPHCAKINLLDYSECRAAYPGLPPKSRTLCAGVLEGGKDTCGGDSGGPLICNGQFQGIVSWGGDPCAQPHEPGSYTNVFDHLDWIKGIIAGNTDATCPL, which amino acid positions are active epitope sites? The epitope positions are: [87, 88, 89, 90, 91, 92, 93, 94, 95, 96, 97, 98, 99, 100, 101, 102, 103, 104, 105, 106... (33 total positions)]. The amino acids at these positions are: LIRLDRPVRKSAHIAPLSLPSSPPSVGSVC....